This data is from Full USPTO retrosynthesis dataset with 1.9M reactions from patents (1976-2016). The task is: Predict the reactants needed to synthesize the given product. Given the product [F:32][CH:10]([CH2:9][CH2:8][N:5]1[CH:6]=[CH:7][C:2]([NH:1][C:42](=[O:43])[CH2:41][C:35]2[CH:40]=[CH:39][CH:38]=[CH:37][CH:36]=2)=[C:3]([F:34])[C:4]1=[O:33])[CH2:11][N:12]1[CH:16]=[C:15]([C:17]([NH:19][CH2:20][C:21]2[CH:26]=[CH:25][CH:24]=[C:23]([O:27][C:28]([F:29])([F:30])[F:31])[CH:22]=2)=[O:18])[N:14]=[N:13]1, predict the reactants needed to synthesize it. The reactants are: [NH2:1][C:2]1[CH:7]=[CH:6][N:5]([CH2:8][CH2:9][CH:10]([F:32])[CH2:11][N:12]2[CH:16]=[C:15]([C:17]([NH:19][CH2:20][C:21]3[CH:26]=[CH:25][CH:24]=[C:23]([O:27][C:28]([F:31])([F:30])[F:29])[CH:22]=3)=[O:18])[N:14]=[N:13]2)[C:4](=[O:33])[C:3]=1[F:34].[C:35]1([CH2:41][C:42](O)=[O:43])[CH:40]=[CH:39][CH:38]=[CH:37][CH:36]=1.C(P1(=O)OP(=O)(CCC)OP(=O)(CCC)O1)CC.